From a dataset of Reaction yield outcomes from USPTO patents with 853,638 reactions. Predict the reaction yield, written as a fraction of the theoretical maximum amount of product (1.0 means a 100% yield; for example, 0.34 means a 34% yield). (1) The reactants are [O:1]=[C:2]1[C@H:6]([O:7][C:8](=[O:15])[C:9]2[CH:14]=[CH:13][CH:12]=[CH:11][CH:10]=2)[C@@H:5]([O:16][C:17](=[O:24])[C:18]2[CH:23]=[CH:22][CH:21]=[CH:20][CH:19]=2)[C:4](=O)[O:3]1.C(#N)C.[NH2:29][OH:30].O. The catalyst is C1(C)C=CC=CC=1. The product is [OH:30][N:29]1[C:2](=[O:1])[C@H:6]([O:7][C:8](=[O:15])[C:9]2[CH:14]=[CH:13][CH:12]=[CH:11][CH:10]=2)[C@@H:5]([O:16][C:17](=[O:24])[C:18]2[CH:23]=[CH:22][CH:21]=[CH:20][CH:19]=2)[C:4]1=[O:3]. The yield is 0.870. (2) No catalyst specified. The reactants are [Br:1][C:2]1[CH:7]=[C:6]([F:8])[C:5]([N+:9]([O-:11])=[O:10])=[CH:4][C:3]=1[NH2:12].[C:13](Cl)(Cl)=[O:14].[N:17]([Si](C)(C)C)=[N+:18]=[N-:19]. The product is [Br:1][C:2]1[CH:7]=[C:6]([F:8])[C:5]([N+:9]([O-:11])=[O:10])=[CH:4][C:3]=1[N:12]1[C:13](=[O:14])[NH:19][N:18]=[N:17]1. The yield is 0.440. (3) The reactants are [Cl:1][C:2]1[C:7]([CH:8]=[O:9])=[CH:6][CH:5]=[C:4]([NH:10][CH2:11][C:12]2[CH:13]=[N:14][C:15]([C:18]([F:21])([F:20])[F:19])=[CH:16][CH:17]=2)[N:3]=1.C(N(CC)C(C)C)(C)C.[C:31]([O:35][C:36](O[C:36]([O:35][C:31]([CH3:34])([CH3:33])[CH3:32])=[O:37])=[O:37])([CH3:34])([CH3:33])[CH3:32]. The catalyst is O1CCCC1.CN(C)C1C=CN=CC=1. The product is [C:31]([O:35][C:36](=[O:37])[N:10]([C:4]1[CH:5]=[CH:6][C:7]([CH:8]=[O:9])=[C:2]([Cl:1])[N:3]=1)[CH2:11][C:12]1[CH:13]=[N:14][C:15]([C:18]([F:21])([F:19])[F:20])=[CH:16][CH:17]=1)([CH3:34])([CH3:33])[CH3:32]. The yield is 0.836.